Dataset: Experimentally validated miRNA-target interactions with 360,000+ pairs, plus equal number of negative samples. Task: Binary Classification. Given a miRNA mature sequence and a target amino acid sequence, predict their likelihood of interaction. (1) The miRNA is mmu-miR-28b with sequence AGGAGCUCACAAUCUAUUUAG. The protein sequence of the target gene is MTQEYDNKRPVLVLQNEALYPQRRSYTSEDEAWKSFLENPLTAATKAMMSINGDEDSAAALGLLYDYYKVPRERRSSTAKPEVEHPEPDHSKRNSIPIVTEQPLISAGENRVQVLKNVPFNIVLPHGNQLGIDKRGHLTAPDTTVTVSIATMPTHSIKTETQPHGFAVGIPPAVYHPEPTERVVVFDRNLNTDQFSSGAQAPNAQRRTPDSTFSETFKEGVQEVFFPSDLSLRMPGMNSEDYVFDSVSGNNFEYTLEASKSLRQKPGDSTMTYLNKGQFYPITLKEVSSSEGIHHPISKV.... Result: 0 (no interaction). (2) The miRNA is ssc-miR-34c with sequence AGGCAGUGUAGUUAGCUGAUUGC. The protein sequence of the target gene is MGVGRSARGRGGAASGVLLALAAALLAAGSASEYDYVSFQSDIGSYQSGRFYTKPPQCVDIPVDLRLCHNVGYKKMVLPNLLEHETMAEVKQQASSWVPLLNKNCHMGTQVFLCSLFAPVCLDRPIYPCRWLCEAVRDSCEPVMQFFGFYWPEMLKCDKFPEGDVCIAMTPPNTTEASKPQGTTVCPPCDNELKSEAIIEHLCASEFALRMKIKEVKKENGDKKIVPKKKKPLKLGPIKKKELKRLVLFLKNGADCPCHQLDNLSHNFLIMGRKVKSQYLLTAIHKWDKKNKEFKNFMKR.... Result: 0 (no interaction). (3) The miRNA is hsa-miR-494-3p with sequence UGAAACAUACACGGGAAACCUC. The protein sequence of the target gene is MADFEELRNMVSSFRVSELQVLLGFAGRNKSGRKHDLLMRALHLLKSGCSPAVQIKIRELYRRRYPRTLEGLSDLSTIKSSVFSLDGGSSPVEPDLAVAGIHSLPSTSVTPHSPSSPVGSVLLQDTKPTFEMQQPSPPIPPVHPDVQLKNLPFYDVLDVLIKPTSLVQSSIQRFQEKFFIFALTPQQVREICISRDFLPGGRRDYTVQVQLRLCLAETSCPQEDNYPNSLCIKVNGKLFPLPGYAPPPKNGIEQKRPGRPLNITSLVRLSSAVPNQISISWASEIGKNYSMSVYLVRQLT.... Result: 0 (no interaction).